This data is from Forward reaction prediction with 1.9M reactions from USPTO patents (1976-2016). The task is: Predict the product of the given reaction. Given the reactants [NH2:1][CH:2]1[CH2:7][CH2:6][CH:5]([NH:8][C:9]2[N:17]=[C:16]3[C:12]([N:13]=[CH:14][N:15]3[CH:18]3[CH2:22][CH2:21][CH2:20][CH2:19]3)=[C:11]([NH:23][CH2:24][C:25]3[CH:26]=[N:27][C:28](Br)=[CH:29][CH:30]=3)[N:10]=2)[CH2:4][CH2:3]1.[S:32]1[CH:36]=[CH:35][C:34](B(O)O)=[CH:33]1.C1(P(C2C=CC=CC=2)C2C=CC=CC=2)C=CC=CC=1.C(=O)([O-])[O-].[Na+].[Na+], predict the reaction product. The product is: [NH2:1][CH:2]1[CH2:7][CH2:6][CH:5]([NH:8][C:9]2[N:17]=[C:16]3[C:12]([N:13]=[CH:14][N:15]3[CH:18]3[CH2:22][CH2:21][CH2:20][CH2:19]3)=[C:11]([NH:23][CH2:24][C:25]3[CH:26]=[N:27][C:28]([C:34]4[CH:35]=[CH:36][S:32][CH:33]=4)=[CH:29][CH:30]=3)[N:10]=2)[CH2:4][CH2:3]1.